This data is from Full USPTO retrosynthesis dataset with 1.9M reactions from patents (1976-2016). The task is: Predict the reactants needed to synthesize the given product. Given the product [CH2:1]([N:6]([CH2:21][CH2:22][CH:23]([CH3:25])[CH3:24])[C:7]([C:9]1[CH:14]=[CH:13][N:12]2[N:15]=[C:16]([C:18]([N:47]3[CH2:52][CH2:51][O:50][CH2:49][CH2:48]3)=[O:19])[CH:17]=[C:11]2[CH:10]=1)=[O:8])[CH2:2][CH:3]([CH3:5])[CH3:4], predict the reactants needed to synthesize it. The reactants are: [CH2:1]([N:6]([CH2:21][CH2:22][CH:23]([CH3:25])[CH3:24])[C:7]([C:9]1[CH:14]=[CH:13][N:12]2[N:15]=[C:16]([C:18](O)=[O:19])[CH:17]=[C:11]2[CH:10]=1)=[O:8])[CH2:2][CH:3]([CH3:5])[CH3:4].C(Cl)CCl.C1C=CC2N(O)N=NC=2C=1.C(N(CC)CC)C.[NH:47]1[CH2:52][CH2:51][O:50][CH2:49][CH2:48]1.